From a dataset of Reaction yield outcomes from USPTO patents with 853,638 reactions. Predict the reaction yield, written as a fraction of the theoretical maximum amount of product (1.0 means a 100% yield; for example, 0.34 means a 34% yield). (1) The catalyst is C(Cl)Cl. The reactants are [Br:1][C:2]1[CH:7]=[CH:6][C:5]([S:8](Cl)(=[O:10])=[O:9])=[CH:4][CH:3]=1.[NH2:12][CH2:13][CH2:14][NH:15][C:16](=[O:22])[O:17][C:18]([CH3:21])([CH3:20])[CH3:19].C(N(CC)CC)C. The product is [Br:1][C:2]1[CH:7]=[CH:6][C:5]([S:8]([NH:12][CH2:13][CH2:14][NH:15][C:16](=[O:22])[O:17][C:18]([CH3:20])([CH3:19])[CH3:21])(=[O:10])=[O:9])=[CH:4][CH:3]=1. The yield is 0.960. (2) The reactants are [O:1]=[C:2]1[C:10]2[C:5](=[CH:6][CH:7]=[CH:8][CH:9]=2)[CH:4](P(=O)(OC)OC)[O:3]1.[N:17]1[CH:18]=[CH:19][N:20]2[CH:25]=[CH:24][CH:23]=[C:22]([CH:26]=O)[C:21]=12.CCN(CC)CC. The catalyst is C1COCC1. The product is [N:17]1[CH:18]=[CH:19][N:20]2[CH:25]=[CH:24][CH:23]=[C:22]([CH:26]=[C:4]3[C:5]4[C:10](=[CH:9][CH:8]=[CH:7][CH:6]=4)[C:2](=[O:1])[O:3]3)[C:21]=12. The yield is 0.640. (3) The reactants are Br[C:2]1[CH:18]=[CH:17][C:5]2[N:6]=[C:7]([CH2:9][CH2:10][N:11]3[CH2:15][CH2:14][CH2:13][C@H:12]3[CH3:16])[S:8][C:4]=2[CH:3]=1.[N:19]1[CH:24]=[CH:23][CH:22]=[C:21](B(O)O)[CH:20]=1.C1(P(C2CCCCC2)C2C=CC=CC=2C2C=CC=CC=2)CCCCC1.C(=O)([O-])[O-].[Na+].[Na+]. The catalyst is CC(O)C.O.Cl[Pd](Cl)([P](C1C=CC=CC=1)(C1C=CC=CC=1)C1C=CC=CC=1)[P](C1C=CC=CC=1)(C1C=CC=CC=1)C1C=CC=CC=1. The product is [CH3:16][C@@H:12]1[CH2:13][CH2:14][CH2:15][N:11]1[CH2:10][CH2:9][C:7]1[S:8][C:4]2[CH:3]=[C:2]([C:21]3[CH:20]=[N:19][CH:24]=[CH:23][CH:22]=3)[CH:18]=[CH:17][C:5]=2[N:6]=1. The yield is 0.670. (4) The reactants are C(NC1C=CC(C2C=C3C(CN([C@@H](C(C)C)C(OC)=O)C3=O)=CC=2)=CC=1)(=O)C1C=CC=CC=1.[NH2:34][C:35]1[CH:40]=[CH:39][C:38]([C:41]2[CH:49]=[C:48]3[C:44]([CH2:45][N:46]([C@@H:51]([CH:56]([CH3:58])[CH3:57])[C:52]([O:54][CH3:55])=[O:53])[C:47]3=[O:50])=[CH:43][CH:42]=2)=[CH:37][CH:36]=1.[F:59][C:60]1[CH:68]=[C:67]([C:69]([F:72])([F:71])[F:70])[CH:66]=[CH:65][C:61]=1[C:62](Cl)=[O:63]. No catalyst specified. The product is [F:59][C:60]1[CH:68]=[C:67]([C:69]([F:70])([F:71])[F:72])[CH:66]=[CH:65][C:61]=1[C:62]([NH:34][C:35]1[CH:36]=[CH:37][C:38]([C:41]2[CH:49]=[C:48]3[C:44]([CH2:45][N:46]([C@@H:51]([CH:56]([CH3:58])[CH3:57])[C:52]([O:54][CH3:55])=[O:53])[C:47]3=[O:50])=[CH:43][CH:42]=2)=[CH:39][CH:40]=1)=[O:63]. The yield is 0.730. (5) The reactants are C([O:3][C:4]([C:6]1[NH:10][C:9]2[CH2:11][CH2:12][CH2:13][C:8]=2[CH:7]=1)=[O:5])C.O.[OH-].[Li+]. No catalyst specified. The product is [NH:10]1[C:6]([C:4]([OH:5])=[O:3])=[CH:7][C:8]2[CH2:13][CH2:12][CH2:11][C:9]1=2. The yield is 0.730. (6) The reactants are C(N(C(C)C)CC)(C)C.Cl.Cl.[NH:12]1[CH:16]=[CH:15][N:14]=[C:13]1[NH:17][C:18](=[O:31])[CH2:19][CH2:20][CH2:21][CH2:22][CH2:23][CH2:24][CH2:25][CH2:26][CH2:27][CH2:28][CH2:29][NH2:30].I.[NH2:33][C:34]1[C:35]([C:42]([NH:44][C:45](=[NH:48])SC)=[O:43])=[N:36][C:37]([Cl:41])=[C:38]([NH2:40])[N:39]=1. The catalyst is C(O)C. The product is [NH:12]1[CH:16]=[CH:15][N:14]=[C:13]1[NH:17][C:18](=[O:31])[CH2:19][CH2:20][CH2:21][CH2:22][CH2:23][CH2:24][CH2:25][CH2:26][CH2:27][CH2:28][CH2:29][NH:30][C:45]([NH2:48])=[N:44][C:42]([C:35]1[C:34]([NH2:33])=[N:39][C:38]([NH2:40])=[C:37]([Cl:41])[N:36]=1)=[O:43]. The yield is 0.440. (7) The reactants are [CH2:1]([NH:4][C:5]1[N:10]=[C:9]([NH:11][CH2:12][CH2:13][CH3:14])[N:8]=[C:7]([N:15]([CH3:18])OC)[N:6]=1)[CH2:2][CH3:3].Cl.[CH:20](ONC)([CH3:22])[CH3:21].[OH-:26].[Na+]. The catalyst is O1CCOCC1.O. The product is [CH2:1]([NH:4][C:5]1[N:10]=[C:9]([NH:11][CH2:12][CH2:13][CH3:14])[N:8]=[C:7]([N:15]([CH3:18])[O:26][CH:20]([CH3:22])[CH3:21])[N:6]=1)[CH2:2][CH3:3]. The yield is 0.950. (8) The reactants are [Cl:1][C:2]1[N:3]=[C:4]([N:11]2[CH2:16][CH2:15][O:14][CH2:13][CH2:12]2)[C:5]2[CH:10]=[CH:9][S:8][C:6]=2[N:7]=1.C([Li])CCC.CCCCCC.CN([CH:31]=[O:32])C. The catalyst is C1COCC1. The product is [Cl:1][C:2]1[N:3]=[C:4]([N:11]2[CH2:16][CH2:15][O:14][CH2:13][CH2:12]2)[C:5]2[CH:10]=[C:9]([CH:31]=[O:32])[S:8][C:6]=2[N:7]=1. The yield is 0.770. (9) The reactants are [CH2:1]([OH:8])[CH:2]1[CH2:7][CH:6]=[CH:5][CH2:4][CH2:3]1.N1C=CN=C1.[CH3:14][C:15]([Si:18](Cl)([CH3:20])[CH3:19])([CH3:17])[CH3:16]. The catalyst is CN(C=O)C.[Cl-].[Na+].O. The product is [Si:18]([O:8][CH2:1][CH:2]1[CH2:3][CH2:4][CH:5]=[CH:6][CH2:7]1)([C:15]([CH3:17])([CH3:16])[CH3:14])([CH3:20])[CH3:19]. The yield is 1.00. (10) The reactants are [O:1]1[C:5]2[CH:6]=[CH:7][C:8]([C:10]3[CH:15]=[CH:14][C:13]([N:16]4[C:20](=[O:21])[NH:19][N:18]=[C:17]4[CH2:22][C@@H:23]4[CH2:27][CH2:26][N:25](C(OC(C)(C)C)=O)[CH2:24]4)=[CH:12][CH:11]=3)=[CH:9][C:4]=2[CH:3]=[CH:2]1.O1CCOCC1.[ClH:41]. No catalyst specified. The product is [ClH:41].[O:1]1[C:5]2[CH:6]=[CH:7][C:8]([C:10]3[CH:15]=[CH:14][C:13]([N:16]4[C:17]([CH2:22][C@@H:23]5[CH2:27][CH2:26][NH:25][CH2:24]5)=[N:18][NH:19][C:20]4=[O:21])=[CH:12][CH:11]=3)=[CH:9][C:4]=2[CH:3]=[CH:2]1. The yield is 0.960.